From a dataset of Full USPTO retrosynthesis dataset with 1.9M reactions from patents (1976-2016). Predict the reactants needed to synthesize the given product. (1) Given the product [O:1]1[C:10]2[C:5](=[CH:6][CH:7]=[CH:8][CH:9]=2)[CH:4]([O:11][C:12]2[C:20]3[N:19]=[C:18]([CH3:21])[N:17]([CH3:22])[C:16]=3[CH:15]=[C:14]([C:23]([N:26]3[CH2:30][CH2:29][C@H:28]([OH:31])[CH2:27]3)=[O:25])[CH:13]=2)[CH2:3][CH2:2]1, predict the reactants needed to synthesize it. The reactants are: [O:1]1[C:10]2[C:5](=[CH:6][CH:7]=[CH:8][CH:9]=2)[CH:4]([O:11][C:12]2[C:20]3[N:19]=[C:18]([CH3:21])[N:17]([CH3:22])[C:16]=3[CH:15]=[C:14]([C:23]([OH:25])=O)[CH:13]=2)[CH2:3][CH2:2]1.[NH:26]1[CH2:30][CH2:29][C@H:28]([OH:31])[CH2:27]1. (2) The reactants are: [CH:1]1([C:6](=[O:15])[CH2:7][C:8](=O)[C:9]([O:11][CH2:12][CH3:13])=[O:10])[CH2:5][CH2:4][CH2:3][CH2:2]1.[Cl-].O[NH3+:18]. Given the product [CH:1]1([C:6]2[O:15][N:18]=[C:8]([C:9]([O:11][CH2:12][CH3:13])=[O:10])[CH:7]=2)[CH2:5][CH2:4][CH2:3][CH2:2]1, predict the reactants needed to synthesize it. (3) Given the product [OH:26][NH:28][C:19]([C:17]1[CH:16]=[CH:15][C:13]2[CH2:14][N:8]([CH2:7][C:6]3[CH:24]=[CH:25][C:3]([O:2][CH3:1])=[CH:4][CH:5]=3)[C@@H:9]([CH3:23])[CH2:10][O:11][C:12]=2[CH:18]=1)=[O:20], predict the reactants needed to synthesize it. The reactants are: [CH3:1][O:2][C:3]1[CH:25]=[CH:24][C:6]([CH2:7][N:8]2[CH2:14][C:13]3[CH:15]=[CH:16][C:17]([C:19](OC)=[O:20])=[CH:18][C:12]=3[O:11][CH2:10][C@@H:9]2[CH3:23])=[CH:5][CH:4]=1.[OH-:26].[Na+].[NH2:28]O. (4) Given the product [F:1][C:2]1[CH:3]=[C:4]([CH:7]=[C:8]([F:11])[C:9]=1[S:13][CH3:12])[CH:5]=[O:6], predict the reactants needed to synthesize it. The reactants are: [F:1][C:2]1[CH:3]=[C:4]([CH:7]=[C:8]([F:11])[C:9]=1F)[CH:5]=[O:6].[CH3:12][S-:13].[Na+].O. (5) Given the product [Cl:1][C:2]1[C:6]([C:7]([NH:39][CH2:38][C:32]2([C:29]3[CH:30]=[N:31][C:26]([CH3:25])=[CH:27][CH:28]=3)[CH2:33][CH2:34][CH2:35][CH2:36][CH2:37]2)=[O:9])=[CH:5][N:4]([C:10]2[N:15]=[CH:14][CH:13]=[CH:12][N:11]=2)[N:3]=1, predict the reactants needed to synthesize it. The reactants are: [Cl:1][C:2]1[C:6]([C:7]([OH:9])=O)=[CH:5][N:4]([C:10]2[N:15]=[CH:14][CH:13]=[CH:12][N:11]=2)[N:3]=1.CCN(C(C)C)C(C)C.[CH3:25][C:26]1[N:31]=[CH:30][C:29]([C:32]2([CH2:38][NH2:39])[CH2:37][CH2:36][CH2:35][CH2:34][CH2:33]2)=[CH:28][CH:27]=1.F[P-](F)(F)(F)(F)F.N1(O[P+](N(C)C)(N(C)C)N(C)C)C2C=CC=CC=2N=N1. (6) Given the product [CH3:24][C:19]1[CH:18]=[C:17]([NH:16][S:13]([C:12]2[C:2]([C:25]3[CH:30]=[CH:29][CH:28]=[CH:27][CH:26]=3)=[CH:3][C:4]3[NH:9][C:8](=[O:10])[CH2:7][O:6][C:5]=3[CH:11]=2)(=[O:15])=[O:14])[CH:22]=[CH:21][C:20]=1[CH3:23], predict the reactants needed to synthesize it. The reactants are: Br[C:2]1[C:12]([S:13]([NH:16][C:17]2[CH:22]=[CH:21][C:20]([CH3:23])=[C:19]([CH3:24])[CH:18]=2)(=[O:15])=[O:14])=[CH:11][C:5]2[O:6][CH2:7][C:8](=[O:10])[NH:9][C:4]=2[CH:3]=1.[C:25]1(B(O)O)[CH:30]=[CH:29][CH:28]=[CH:27][CH:26]=1.C(=O)([O-])[O-].[Na+].[Na+]. (7) Given the product [CH2:1]([O:2][C:3](=[O:24])[CH:4]([OH:23])[CH2:5][N:6]([CH2:15][C:16]1[CH:21]=[CH:20][C:19]([Br:22])=[CH:18][CH:17]=1)[NH2:7])[CH3:25].[ClH:28], predict the reactants needed to synthesize it. The reactants are: [CH3:1][O:2][C:3](=[O:24])[C@H:4]([OH:23])[CH2:5][N:6]([CH2:15][C:16]1[CH:21]=[CH:20][C:19]([Br:22])=[CH:18][CH:17]=1)[NH:7]C(OC(C)(C)C)=O.[CH3:25]CO.[ClH:28]. (8) Given the product [CH3:1][C:2]1[CH:7]=[C:6]([F:8])[CH:5]=[CH:4][C:3]=1[C:13]1[C:14]2[C:23]([C:24]#[N:25])=[CH:22][N:21]([CH2:26][O:27][CH2:28][CH2:29][Si:30]([CH3:31])([CH3:33])[CH3:32])[C:15]=2[N:16]=[C:17]([S:19][CH3:20])[N:18]=1, predict the reactants needed to synthesize it. The reactants are: [CH3:1][C:2]1[CH:7]=[C:6]([F:8])[CH:5]=[CH:4][C:3]=1B(O)O.Cl[C:13]1[C:14]2[C:23]([C:24]#[N:25])=[CH:22][N:21]([CH2:26][O:27][CH2:28][CH2:29][Si:30]([CH3:33])([CH3:32])[CH3:31])[C:15]=2[N:16]=[C:17]([S:19][CH3:20])[N:18]=1. (9) Given the product [Cl:18][C:3]1[CH:4]=[C:5]([CH:6]=[CH:7][C:2]=1[Cl:1])[O:8][C:9]1[CH:14]=[CH:13][C:12]([B:27]2[O:28][C:29]([CH3:31])([CH3:30])[C:25]([CH3:41])([CH3:24])[O:26]2)=[CH:11][C:10]=1[O:16][CH3:17], predict the reactants needed to synthesize it. The reactants are: [Cl:1][C:2]1[CH:7]=[CH:6][C:5]([O:8][C:9]2[CH:14]=[CH:13][C:12](I)=[CH:11][C:10]=2[O:16][CH3:17])=[CH:4][C:3]=1[Cl:18].C([O-])(=O)C.[K+].[CH3:24][C:25]1([CH3:41])[C:29]([CH3:31])([CH3:30])[O:28][B:27]([B:27]2[O:28][C:29]([CH3:31])([CH3:30])[C:25]([CH3:41])([CH3:24])[O:26]2)[O:26]1. (10) Given the product [Cl:39][CH2:40][S:41]([N:24]1[CH2:25][CH2:26][CH:21]([O:20][C:10]2[N:11]=[C:12]([N:14]3[CH2:19][CH2:18][O:17][CH2:16][CH2:15]3)[N:13]=[C:8]([N:7]3[C:6]4[CH:27]=[CH:28][CH:29]=[C:30]([O:31][CH2:32][CH2:33][CH2:34][N:35]([CH3:37])[CH3:36])[C:5]=4[N:4]=[C:3]3[CH:2]([F:1])[F:38])[N:9]=2)[CH2:22][CH2:23]1)(=[O:43])=[O:42], predict the reactants needed to synthesize it. The reactants are: [F:1][CH:2]([F:38])[C:3]1[N:7]([C:8]2[N:13]=[C:12]([N:14]3[CH2:19][CH2:18][O:17][CH2:16][CH2:15]3)[N:11]=[C:10]([O:20][CH:21]3[CH2:26][CH2:25][NH:24][CH2:23][CH2:22]3)[N:9]=2)[C:6]2[CH:27]=[CH:28][CH:29]=[C:30]([O:31][CH2:32][CH2:33][CH2:34][N:35]([CH3:37])[CH3:36])[C:5]=2[N:4]=1.[Cl:39][CH2:40][S:41](Cl)(=[O:43])=[O:42].